Task: Predict the product of the given reaction.. Dataset: Forward reaction prediction with 1.9M reactions from USPTO patents (1976-2016) (1) Given the reactants [CH3:1][N:2]([CH3:30])[CH:3]1[CH2:8][CH2:7][N:6]([C:9]2[N:14]3[CH:15]=[C:16]([CH2:18][NH:19][C@@H:20]4[C:29]5[N:28]=[CH:27][CH:26]=[CH:25][C:24]=5[CH2:23][CH2:22][CH2:21]4)[N:17]=[C:13]3[CH:12]=[CH:11][CH:10]=2)[CH2:5][CH2:4]1.[CH3:31][C:32]([CH3:34])=O, predict the reaction product. The product is: [CH3:1][N:2]([CH3:30])[CH:3]1[CH2:8][CH2:7][N:6]([C:9]2[N:14]3[CH:15]=[C:16]([CH2:18][N:19]([CH:32]([CH3:34])[CH3:31])[C@@H:20]4[C:29]5[N:28]=[CH:27][CH:26]=[CH:25][C:24]=5[CH2:23][CH2:22][CH2:21]4)[N:17]=[C:13]3[CH:12]=[CH:11][CH:10]=2)[CH2:5][CH2:4]1. (2) Given the reactants C([O:3][C:4]([C:6]1[C:11]([NH:12][C:13]2[CH:18]=[CH:17][C:16]([CH2:19][CH3:20])=[CH:15][C:14]=2[F:21])=[CH:10][C:9](=[O:22])[N:8]([CH3:23])[CH:7]=1)=[O:5])C.[OH-].[Na+], predict the reaction product. The product is: [CH2:19]([C:16]1[CH:17]=[CH:18][C:13]([NH:12][C:11]2[C:6]([C:4]([OH:5])=[O:3])=[CH:7][N:8]([CH3:23])[C:9](=[O:22])[CH:10]=2)=[C:14]([F:21])[CH:15]=1)[CH3:20]. (3) The product is: [NH2:12][CH2:11][C@@H:10]([NH:9][C:7]([C:5]1[S:6][C:2]([Cl:1])=[C:3]([C:31]2[N:35]([CH3:36])[N:34]=[CH:33][C:32]=2[Cl:37])[CH:4]=1)=[O:8])[CH2:20][C:21]1[CH:26]=[CH:25][CH:24]=[CH:23][C:22]=1[C:27]([F:30])([F:29])[F:28]. Given the reactants [Cl:1][C:2]1[S:6][C:5]([C:7]([NH:9][C@@H:10]([CH2:20][C:21]2[CH:26]=[CH:25][CH:24]=[CH:23][C:22]=2[C:27]([F:30])([F:29])[F:28])[CH2:11][NH:12]C(=O)OC(C)(C)C)=[O:8])=[CH:4][C:3]=1[C:31]1[N:35]([CH3:36])[N:34]=[CH:33][C:32]=1[Cl:37], predict the reaction product. (4) Given the reactants O[CH2:2][N:3]1[C:7](=[O:8])[C:6]2=[CH:9][CH:10]=[CH:11][CH:12]=[C:5]2[C:4]1=[O:13].[Br:14][C:15]1[CH:20]=[CH:19][C:18]([N+:21]([O-:23])=[O:22])=[CH:17][C:16]=1[CH3:24], predict the reaction product. The product is: [Br:14][C:15]1[C:16]([CH3:24])=[CH:17][C:18]([N+:21]([O-:23])=[O:22])=[CH:19][C:20]=1[CH2:2][N:3]1[C:7](=[O:8])[C:6]2[C:5](=[CH:12][CH:11]=[CH:10][CH:9]=2)[C:4]1=[O:13]. (5) Given the reactants [CH3:1][CH:2]([CH3:43])[C@H:3]([NH:38][C:39](=[O:42])[O:40][CH3:41])[C:4](=[O:37])[N:5]1[CH2:9][CH2:8][CH2:7][C@H:6]1[C:10]1[NH:11][C:12]([C:15]2[CH:20]=[CH:19][C:18]([C:21]3[CH:26]=[CH:25][C:24]([C:27]4[NH:31][C:30]([C@@H:32]5[CH2:36][CH2:35][CH2:34][NH:33]5)=[N:29][CH:28]=4)=[CH:23][CH:22]=3)=[CH:17][CH:16]=2)=[CH:13][N:14]=1.[NH:44](C(OCC1C=CC=CC=1)=O)[C@H:45]([C:49](O)=[O:50])[CH:46]([CH3:48])[CH3:47].CCN(C(C)C)C(C)C.CN(C(ON1N=NC2C=CC=NC1=2)=[N+](C)C)C.F[P-](F)(F)(F)(F)F, predict the reaction product. The product is: [NH2:44][C@@H:45]([CH:46]([CH3:48])[CH3:47])[C:49]([N:33]1[CH2:34][CH2:35][CH2:36][C@H:32]1[C:30]1[NH:31][C:27]([C:24]2[CH:23]=[CH:22][C:21]([C:18]3[CH:19]=[CH:20][C:15]([C:12]4[NH:11][C:10]([C@@H:6]5[CH2:7][CH2:8][CH2:9][N:5]5[C:4](=[O:37])[C@@H:3]([NH:38][C:39](=[O:42])[O:40][CH3:41])[CH:2]([CH3:43])[CH3:1])=[N:14][CH:13]=4)=[CH:16][CH:17]=3)=[CH:26][CH:25]=2)=[CH:28][N:29]=1)=[O:50]. (6) Given the reactants [CH3:1][C:2]12[CH2:11][CH:6]3[CH2:7][CH:8]([CH2:10][C:4]([OH:12])([CH2:5]3)[O:3]1)[CH2:9]2.[CH3:13][S:14](O[S:14]([CH3:13])(=[O:16])=[O:15])(=[O:16])=[O:15].N1C=CC=CC=1, predict the reaction product. The product is: [S:14]([O:12][C:4]12[CH2:5][CH:6]3[CH2:7][CH:8]([CH2:9][C:2]([CH3:1])([CH2:11]3)[O:3]1)[CH2:10]2)(=[O:16])(=[O:15])[CH3:13]. (7) Given the reactants [CH3:1][O:2][C:3]1[CH:4]=[N:5][NH:6][C:7]=1[C:8]1[CH:9]=[C:10]([CH:14]=[CH:15][C:16]=1[CH3:17])[C:11]([OH:13])=O.Cl.[NH:19]1[CH2:22][CH:21]([C:23]2[CH:30]=[CH:29][C:26]([C:27]#[N:28])=[CH:25][CH:24]=2)[CH2:20]1.CCN=C=NCCCN(C)C.Cl, predict the reaction product. The product is: [CH3:1][O:2][C:3]1[CH:4]=[N:5][NH:6][C:7]=1[C:8]1[CH:9]=[C:10]([CH:14]=[CH:15][C:16]=1[CH3:17])[C:11]([N:19]1[CH2:22][CH:21]([C:23]2[CH:30]=[CH:29][C:26]([C:27]#[N:28])=[CH:25][CH:24]=2)[CH2:20]1)=[O:13]. (8) Given the reactants C1[O:10][CH:4]([C:5]2[CH:9]=[CH:8][S:7][CH:6]=2)OC1.[CH2:11]1[CH2:15][O:14]CC1.[Li]CCCC.CCCCCC.C1OS(=O)(=O)OC1.C(Cl)Cl.N1C=CN=C1.[Si:42](Cl)([C:45]([CH3:48])([CH3:47])[CH3:46])([CH3:44])[CH3:43], predict the reaction product. The product is: [Si:42]([O:14][CH2:15][CH2:11][C:6]1[S:7][CH:8]=[CH:9][C:5]=1[CH:4]=[O:10])([C:45]([CH3:48])([CH3:47])[CH3:46])([CH3:44])[CH3:43]. (9) Given the reactants Br[C:2]1[C:11]2[C:6](=[CH:7][CH:8]=[CH:9][CH:10]=2)[CH:5]=[CH:4][C:3]=1[CH:12]=[CH:13][CH3:14].C([Li])CCC.CN(C)[CH:22]=[O:23].[Cl-].[NH4+], predict the reaction product. The product is: [CH:12]([C:3]1[CH:4]=[CH:5][C:6]2[C:11](=[CH:10][CH:9]=[CH:8][CH:7]=2)[C:2]=1[CH:22]=[O:23])=[CH:13][CH3:14]. (10) Given the reactants N(C1CCCCC1)C(C)C.[Li]CCCC.[CH2:16]([N:18]1[CH:26]=[N:25][C:24]2[C:19]1=[N:20][CH:21]=[N:22][C:23]=2[O:27][C@H:28]1[CH2:32][CH2:31][N:30]([C:33]([O:35][C:36]([CH3:39])([CH3:38])[CH3:37])=[O:34])[CH2:29]1)C.[I:40]I, predict the reaction product. The product is: [I:40][C:26]1[N:18]([CH3:16])[C:19]2[C:24]([N:25]=1)=[C:23]([O:27][C@H:28]1[CH2:32][CH2:31][N:30]([C:33]([O:35][C:36]([CH3:39])([CH3:38])[CH3:37])=[O:34])[CH2:29]1)[N:22]=[CH:21][N:20]=2.